This data is from Reaction yield outcomes from USPTO patents with 853,638 reactions. The task is: Predict the reaction yield, written as a fraction of the theoretical maximum amount of product (1.0 means a 100% yield; for example, 0.34 means a 34% yield). (1) The reactants are [CH3:1][Mg]Br.[CH:4]([C:6]1[N:11]=[CH:10][C:9]([C:12]([O:14][CH3:15])=[O:13])=[CH:8][CH:7]=1)=[O:5].O. The catalyst is C1COCC1. The product is [OH:5][CH:4]([C:6]1[N:11]=[CH:10][C:9]([C:12]([O:14][CH3:15])=[O:13])=[CH:8][CH:7]=1)[CH3:1]. The yield is 0.740. (2) The reactants are [CH3:1][N:2]1[CH:6]([C:7]([O:9][C:10]([CH3:13])([CH3:12])[CH3:11])=[O:8])[CH2:5][NH:4][C:3]1=[O:14].Br[C:16]1[C:17]([Cl:22])=[N:18][CH:19]=[CH:20][CH:21]=1.C(=O)([O-])[O-].[Cs+].[Cs+].CC1(C)C2C(=C(P(C3C=CC=CC=3)C3C=CC=CC=3)C=CC=2)OC2C(P(C3C=CC=CC=3)C3C=CC=CC=3)=CC=CC1=2. The catalyst is O1CCOCC1.C1C=CC(/C=C/C(/C=C/C2C=CC=CC=2)=O)=CC=1.C1C=CC(/C=C/C(/C=C/C2C=CC=CC=2)=O)=CC=1.C1C=CC(/C=C/C(/C=C/C2C=CC=CC=2)=O)=CC=1.[Pd].[Pd]. The product is [Cl:22][C:17]1[C:16]([N:4]2[CH2:5][CH:6]([C:7]([O:9][C:10]([CH3:11])([CH3:13])[CH3:12])=[O:8])[N:2]([CH3:1])[C:3]2=[O:14])=[CH:21][CH:20]=[CH:19][N:18]=1. The yield is 0.515.